Dataset: Reaction yield outcomes from USPTO patents with 853,638 reactions. Task: Predict the reaction yield, written as a fraction of the theoretical maximum amount of product (1.0 means a 100% yield; for example, 0.34 means a 34% yield). (1) The reactants are [C:1]1([CH2:7][C:8]([OH:10])=O)[CH:6]=[CH:5][CH:4]=[CH:3][CH:2]=1.C(Cl)(=O)C(Cl)=O.[CH3:17][O:18][C:19]1[CH:24]=[CH:23][C:22]([O:25]C)=[CH:21][CH:20]=1.[Al+3].[Cl-].[Cl-].[Cl-]. The catalyst is ClCCl.CN(C=O)C. The product is [OH:25][C:22]1[CH:23]=[CH:24][C:19]([O:18][CH3:17])=[CH:20][C:21]=1[C:8](=[O:10])[CH2:7][C:1]1[CH:2]=[CH:3][CH:4]=[CH:5][CH:6]=1. The yield is 0.490. (2) The catalyst is CN(C)C=O. The reactants are F[P-](F)(F)(F)(F)F.C[N+](C)=C(N(C)C)ON1C2N=CC=CC=2N=N1.C(N(CC)C(C)C)(C)C.[NH2:34][C:35]1[N:44]=[C:43]([N:45]2[CH2:50][CH2:49][N:48]([CH3:51])[CH2:47][CH2:46]2)[C:42]2[C:37](=[CH:38][C:39]([C:52](O)=[O:53])=[CH:40][CH:41]=2)[N:36]=1.Cl.[NH2:56][CH:57]1[C:66]2[CH:65]=[C:64]([O:67][CH2:68][C:69]3[CH:70]=[C:71]([CH:74]=[CH:75][CH:76]=3)[C:72]#[N:73])[CH:63]=[CH:62][C:61]=2[CH2:60][CH2:59][CH2:58]1. The yield is 0.300. The product is [NH2:34][C:35]1[N:44]=[C:43]([N:45]2[CH2:46][CH2:47][N:48]([CH3:51])[CH2:49][CH2:50]2)[C:42]2[C:37](=[CH:38][C:39]([C:52]([NH:56][CH:57]3[C:66]4[C:61](=[CH:62][CH:63]=[C:64]([O:67][CH2:68][C:69]5[CH:76]=[CH:75][CH:74]=[C:71]([C:72]#[N:73])[CH:70]=5)[CH:65]=4)[CH2:60][CH2:59][CH2:58]3)=[O:53])=[CH:40][CH:41]=2)[N:36]=1. (3) The reactants are [Br:1][C:2]1[C:10]2[C:5](=[CH:6][CH:7]=[C:8]([CH:11]=O)[CH:9]=2)[NH:4][N:3]=1.[NH2:13][C:14]([CH3:18])=[CH:15][C:16]#[N:17].[C:26]([O:28][CH2:29][C:30](=O)[CH2:25][C:26]([O:28][CH2:29][CH3:30])=[O:27])(=[O:27])[CH3:25].Cl. The catalyst is C(O)CC. The product is [Br:1][C:2]1[C:10]2[C:5](=[CH:6][CH:7]=[C:8]([CH:11]3[C:15]([C:16]#[N:17])=[C:14]([CH3:18])[NH:13][C:30]4[CH2:29][O:28][C:26](=[O:27])[C:25]3=4)[CH:9]=2)[NH:4][N:3]=1. The yield is 0.190.